This data is from Forward reaction prediction with 1.9M reactions from USPTO patents (1976-2016). The task is: Predict the product of the given reaction. Given the reactants C[Si](C)(C)CCOC[N:7]1[C:15]2[C:10](=[CH:11][C:12]([C:37]3[CH:38]=[C:39]4[C:43](=[CH:44][CH:45]=3)[CH2:42][N:41](C(OC(C)(C)C)=O)[CH2:40]4)=[C:13]([NH:16][C:17]([C:19]3[N:20]=[C:21]([C:24]4[CH:25]=[N:26][N:27](COCC[Si](C)(C)C)[CH:28]=4)[S:22][CH:23]=3)=[O:18])[CH:14]=2)[CH:9]=[N:8]1.C(O)(C(F)(F)F)=O.[Cl:62]CCl, predict the reaction product. The product is: [ClH:62].[CH2:42]1[C:43]2[C:39](=[CH:38][C:37]([C:12]3[CH:11]=[C:10]4[C:15](=[CH:14][C:13]=3[NH:16][C:17]([C:19]3[N:20]=[C:21]([C:24]5[CH:28]=[N:27][NH:26][CH:25]=5)[S:22][CH:23]=3)=[O:18])[NH:7][N:8]=[CH:9]4)=[CH:45][CH:44]=2)[CH2:40][NH:41]1.